This data is from Full USPTO retrosynthesis dataset with 1.9M reactions from patents (1976-2016). The task is: Predict the reactants needed to synthesize the given product. Given the product [Br:1][C:2]1[N:7]=[C:6]([NH2:8])[CH:5]=[CH:4][C:3]=1[F:13], predict the reactants needed to synthesize it. The reactants are: [Br:1][C:2]1[N:7]=[C:6]([NH:8]C(C)(C)C)[CH:5]=[CH:4][C:3]=1[F:13].